From a dataset of Forward reaction prediction with 1.9M reactions from USPTO patents (1976-2016). Predict the product of the given reaction. (1) Given the reactants [F:1][C:2]1[CH:9]=[CH:8][C:7]([O:10][CH3:11])=[CH:6][C:3]=1[CH:4]=O.[CH2:12]1[C:26]2[C:21](=[CH:22][CH:23]=[CH:24][CH:25]=2)[CH2:20][C:19]2[C:14](=[CH:15][CH:16]=[CH:17][CH:18]=2)[CH2:13]1, predict the reaction product. The product is: [F:1][C:2]1[CH:9]=[CH:8][C:7]([O:10][CH3:11])=[CH:6][C:3]=1[CH:4]=[C:20]1[C:19]2[CH:18]=[CH:17][CH:16]=[CH:15][C:14]=2[CH2:13][CH2:12][C:26]2[CH:25]=[CH:24][CH:23]=[CH:22][C:21]1=2. (2) Given the reactants [CH:1]1([CH2:7][CH2:8][CH2:9][C:10]([C:12]2[CH:17]=[C:16]([O:18][CH3:19])[C:15]([CH3:20])=[CH:14][C:13]=2[O:21][CH3:22])=[O:11])[CH2:6][CH2:5][CH2:4][CH2:3][CH2:2]1.C(O[CH:28](N(C)C)[N:29]([CH3:31])[CH3:30])(C)(C)C, predict the reaction product. The product is: [CH:1]1([CH2:7][CH2:8][C:9](=[CH:28][N:29]([CH3:31])[CH3:30])[C:10]([C:12]2[CH:17]=[C:16]([O:18][CH3:19])[C:15]([CH3:20])=[CH:14][C:13]=2[O:21][CH3:22])=[O:11])[CH2:6][CH2:5][CH2:4][CH2:3][CH2:2]1. (3) Given the reactants Br[CH2:2][CH2:3][N:4]1[C:8](=[O:9])[C:7]2=[CH:10][CH:11]=[CH:12][CH:13]=[C:6]2[C:5]1=[O:14].C(=O)([O-])[O-].[K+].[K+].CN(C=O)C.[N:26]1[C:30]2[CH:31]=[CH:32][CH:33]=[CH:34][C:29]=2[NH:28][CH:27]=1, predict the reaction product. The product is: [N:26]1([CH2:2][CH2:3][N:4]2[C:8](=[O:9])[C:7]3[C:6](=[CH:13][CH:12]=[CH:11][CH:10]=3)[C:5]2=[O:14])[C:30]2[CH:31]=[CH:32][CH:33]=[CH:34][C:29]=2[N:28]=[CH:27]1. (4) Given the reactants [C:1](Cl)(=[O:10])[C:2]1[CH:7]=[CH:6][CH:5]=[C:4]([O:8][CH3:9])[CH:3]=1.[C:12]1([C:18]2[CH:23]=[CH:22][CH:21]=[CH:20][CH:19]=2)[CH:17]=[CH:16][CH:15]=[CH:14][CH:13]=1.[Cl-].[Al+3].[Cl-].[Cl-].Cl, predict the reaction product. The product is: [C:12]1([C:18]2[CH:19]=[CH:20][CH:21]=[CH:22][CH:23]=2)[CH:17]=[CH:16][C:15]([C:1]([C:2]2[CH:7]=[CH:6][CH:5]=[C:4]([O:8][CH3:9])[CH:3]=2)=[O:10])=[CH:14][CH:13]=1. (5) The product is: [Br:23][CH2:24][C:25]([N:10]1[CH2:9][CH2:8][CH:7]([O:6][CH2:5][C:4]2[CH:13]=[CH:14][C:15]([F:16])=[C:2]([F:1])[CH:3]=2)[CH2:12][CH2:11]1)=[O:26]. Given the reactants [F:1][C:2]1[CH:3]=[C:4]([CH:13]=[CH:14][C:15]=1[F:16])[CH2:5][O:6][CH:7]1[CH2:12][CH2:11][NH:10][CH2:9][CH2:8]1.N1C=CC=CC=1.[Br:23][CH2:24][C:25](Br)=[O:26], predict the reaction product. (6) The product is: [Br:1][C:2]1[CH:7]=[C:6]([O:8][C:9]([F:11])([F:12])[F:10])[CH:5]=[C:4]([O:13][CH3:14])[CH:3]=1. Given the reactants [Br:1][C:2]1[CH:3]=[C:4]([OH:13])[CH:5]=[C:6]([O:8][C:9]([F:12])([F:11])[F:10])[CH:7]=1.[CH3:14]N(C)C=O.C(=O)([O-])[O-].[K+].[K+].CI, predict the reaction product.